This data is from Reaction yield outcomes from USPTO patents with 853,638 reactions. The task is: Predict the reaction yield, written as a fraction of the theoretical maximum amount of product (1.0 means a 100% yield; for example, 0.34 means a 34% yield). (1) The reactants are [F:1][C:2]1[CH:26]=[CH:25][C:5]([C:6]([N:8]([C:17]2[CH:22]=[CH:21][C:20]([O:23]C)=[CH:19][CH:18]=2)[C:9]2[CH:14]=[CH:13][C:12]([O:15]C)=[CH:11][CH:10]=2)=[O:7])=[C:4]([C:27]([F:30])([F:29])[F:28])[CH:3]=1.B(Br)(Br)Br.O.CCOC(C)=O. The catalyst is C(Cl)Cl. The product is [F:1][C:2]1[CH:26]=[CH:25][C:5]([C:6]([N:8]([C:17]2[CH:22]=[CH:21][C:20]([OH:23])=[CH:19][CH:18]=2)[C:9]2[CH:14]=[CH:13][C:12]([OH:15])=[CH:11][CH:10]=2)=[O:7])=[C:4]([C:27]([F:28])([F:29])[F:30])[CH:3]=1. The yield is 0.925. (2) The reactants are [NH2:1][C:2]1[S:6][N:5]=[C:4]([CH3:7])[C:3]=1[C:8]([NH:10][C:11]1[CH:16]=[CH:15][C:14]([F:17])=[C:13]([F:18])[CH:12]=1)=[O:9].Br[C:20]1[N:25]=[N:24][C:23]([C:26]([NH:28][CH3:29])=[O:27])=[CH:22][CH:21]=1.C(=O)([O-])[O-].[Cs+].[Cs+].CC1(C)C2C(=C(P(C3C=CC=CC=3)C3C=CC=CC=3)C=CC=2)OC2C(P(C3C=CC=CC=3)C3C=CC=CC=3)=CC=CC1=2. The catalyst is O1CCOCC1.CN(C=O)C.C([O-])(=O)C.[Pd+2].C([O-])(=O)C. The product is [F:18][C:13]1[CH:12]=[C:11]([NH:10][C:8]([C:3]2[C:4]([CH3:7])=[N:5][S:6][C:2]=2[NH:1][C:20]2[N:25]=[N:24][C:23]([C:26]([NH:28][CH3:29])=[O:27])=[CH:22][CH:21]=2)=[O:9])[CH:16]=[CH:15][C:14]=1[F:17]. The yield is 0.520.